The task is: Predict which catalyst facilitates the given reaction.. This data is from Catalyst prediction with 721,799 reactions and 888 catalyst types from USPTO. (1) Reactant: [C:1]([C:3]1[CH:32]=[CH:31][C:6]([C:7]([NH:9][NH:10][C:11](=[O:30])[C@H:12]([NH:16][C:17]2[CH:22]=[CH:21][C:20]([C:23]#[N:24])=[C:19]([C:25]([F:28])([F:27])[F:26])[C:18]=2[CH3:29])[C@@H:13]([OH:15])[CH3:14])=[O:8])=[CH:5][CH:4]=1)#[N:2].[CH3:33][C:34]([Si:37](Cl)([CH3:39])[CH3:38])([CH3:36])[CH3:35].N1C=CN=C1. Product: [Si:37]([O:15][C@@H:13]([CH3:14])[C@@H:12]([NH:16][C:17]1[CH:22]=[CH:21][C:20]([C:23]#[N:24])=[C:19]([C:25]([F:28])([F:27])[F:26])[C:18]=1[CH3:29])[C:11]([NH:10][NH:9][C:7](=[O:8])[C:6]1[CH:5]=[CH:4][C:3]([C:1]#[N:2])=[CH:32][CH:31]=1)=[O:30])([C:34]([CH3:36])([CH3:35])[CH3:33])([CH3:39])[CH3:38]. The catalyst class is: 3. (2) Reactant: [C:1]([O:9][C:10]([CH3:13])([CH3:12])[CH3:11])(=[O:8])[CH2:2][C:3]([O:5][CH2:6][CH3:7])=[O:4].[H-].[Na+].F[C:17]1[CH:22]=[CH:21][C:20]([N+:23]([O-:25])=[O:24])=[C:19]([O:26][CH2:27][C:28]([F:31])([F:30])[F:29])[CH:18]=1. Product: [CH2:6]([O:5][C:3](=[O:4])[CH:2]([C:17]1[CH:22]=[CH:21][C:20]([N+:23]([O-:25])=[O:24])=[C:19]([O:26][CH2:27][C:28]([F:29])([F:31])[F:30])[CH:18]=1)[C:1]([O:9][C:10]([CH3:12])([CH3:11])[CH3:13])=[O:8])[CH3:7]. The catalyst class is: 3.